The task is: Binary Classification. Given a drug SMILES string, predict its activity (active/inactive) in a high-throughput screening assay against a specified biological target.. This data is from Cav3 T-type calcium channel HTS with 100,875 compounds. (1) The drug is O(c1c2c(nc(c1)c1cc(OC)ccc1)ccc(NC(=O)c1cccnc1)c2)Cc1ccc(OC)cc1. The result is 0 (inactive). (2) The drug is O1CCN(CC1)c1nc(=O)n(c2nc(oc2c2ccccc2)c2ccccc2)cc1. The result is 0 (inactive). (3) The result is 1 (active). The compound is Clc1ccc(CSc2sc(NC(=O)CN3C(=O)C4C(CC=CC4)C3=O)nn2)cc1. (4) The drug is Clc1c(sc2c1cccc2)C(=O)C(c1n(c2c(n1)cccc2)C)C#N. The result is 0 (inactive). (5) The result is 0 (inactive). The drug is Clc1ccc(Nc2nc(NCCO)nc(OCC)n2)cc1. (6) The drug is o1[n+]([O-])c2c(n1)c1c(nncc1C)cc2. The result is 0 (inactive).